From a dataset of Full USPTO retrosynthesis dataset with 1.9M reactions from patents (1976-2016). Predict the reactants needed to synthesize the given product. Given the product [CH3:18][CH:6]([CH2:7][CH2:8][C:9]1[CH:14]=[CH:13][CH:12]=[CH:11][CH:10]=1)[C:5]([OH:4])=[O:15], predict the reactants needed to synthesize it. The reactants are: [Li+].[OH-].C[O:4][C:5](=[O:15])[CH2:6][CH2:7][CH2:8][C:9]1[CH:14]=[CH:13][CH:12]=[CH:11][CH:10]=1.O.Cl.[CH2:18]1COCC1.